This data is from Full USPTO retrosynthesis dataset with 1.9M reactions from patents (1976-2016). The task is: Predict the reactants needed to synthesize the given product. (1) Given the product [O:79]=[C:71]1[C:72]2([CH2:78][CH2:77][CH2:76][CH2:75][CH2:74]2)[CH2:73][CH:69]([CH2:68][CH2:67][N:31]2[CH2:32][CH2:33][N:28]([C:34]3[CH:35]=[CH:36][C:37]([C:38]#[N:39])=[CH:40][CH:41]=3)[CH2:29][CH2:30]2)[O:70]1, predict the reactants needed to synthesize it. The reactants are: N1C2C=CC=CC=2N=C1C1CCN(CCC2OC(=O)C(CC)(CC)C2)CC1.[N:28]1([C:34]2[CH:41]=[CH:40][C:37]([C:38]#[N:39])=[CH:36][CH:35]=2)[CH2:33][CH2:32][NH:31][CH2:30][CH2:29]1.N1(C2C=CC=CC=2C#N)CCNCC1.CC1C=CC(S(O[CH2:67][CH2:68][CH:69]2[CH2:73][C:72]3([CH2:78][CH2:77][CH2:76][CH2:75][CH2:74]3)[C:71](=[O:79])[O:70]2)(=O)=O)=CC=1.CC1C=CC(S(OCCC2CC(CC)(CC)C(=O)O2)(=O)=O)=CC=1. (2) The reactants are: [Cl:1][C:2]1[CH:25]=[CH:24][C:5]([CH2:6][N:7]2[C:15]3[C:10](=[CH:11][C:12](/[CH:16]=[C:17]4/[C:18](=[O:23])[NH:19][C:20](=[O:22])[S:21]/4)=[CH:13][CH:14]=3)[CH:9]=[N:8]2)=[C:4]([C:26]([F:29])([F:28])[F:27])[CH:3]=1.[NH:30]1[C:38]2[C:33](=[CH:34][C:35]([CH2:39]O)=[CH:36][CH:37]=2)[CH:32]=[CH:31]1. Given the product [Cl:1][C:2]1[CH:25]=[CH:24][C:5]([CH2:6][N:7]2[C:15]3[C:10](=[CH:11][C:12](/[CH:16]=[C:17]4/[C:18](=[O:23])[N:19]([CH2:39][C:35]5[CH:34]=[C:33]6[C:38](=[CH:37][CH:36]=5)[NH:30][CH:31]=[CH:32]6)[C:20](=[O:22])[S:21]/4)=[CH:13][CH:14]=3)[CH:9]=[N:8]2)=[C:4]([C:26]([F:27])([F:29])[F:28])[CH:3]=1, predict the reactants needed to synthesize it.